This data is from Reaction yield outcomes from USPTO patents with 853,638 reactions. The task is: Predict the reaction yield, written as a fraction of the theoretical maximum amount of product (1.0 means a 100% yield; for example, 0.34 means a 34% yield). The reactants are [C:1]([O:4][CH2:5][C:6]1[N:7]=[C:8]([NH:11][C:12](=[O:14])[CH3:13])[S:9][CH:10]=1)(=[O:3])[CH3:2].[Br:15]Br.C(OCC1N=C(NC(=O)C)SC=1)(=O)C.CC(O)=O. The catalyst is CC(O)=O. The product is [C:1]([O:4][CH2:5][C:6]1[N:7]=[C:8]([NH:11][C:12](=[O:14])[CH3:13])[S:9][C:10]=1[Br:15])(=[O:3])[CH3:2]. The yield is 0.800.